This data is from Full USPTO retrosynthesis dataset with 1.9M reactions from patents (1976-2016). The task is: Predict the reactants needed to synthesize the given product. (1) Given the product [OH:1][C@H:2]1[CH2:6][N:5]([C:7](=[O:28])[CH2:8][C:9]([C:22]2[CH:27]=[CH:26][CH:25]=[CH:24][CH:23]=2)([C:10]2[CH:11]=[CH:12][CH:13]=[CH:14][CH:15]=2)[C:16]2[CH:21]=[CH:20][CH:19]=[CH:18][CH:17]=2)[C@H:4]([C:29]([N:31]2[CH2:35][CH2:34][CH2:33][C@@H:32]2[C:36]([NH:38][CH2:39][C@H:40]2[CH2:45][CH2:44][CH2:43][N:42]([CH2:46][CH:47]([CH3:48])[CH2:50][CH3:51])[CH2:41]2)=[O:37])=[O:30])[CH2:3]1, predict the reactants needed to synthesize it. The reactants are: [OH:1][C@H:2]1[CH2:6][N:5]([C:7](=[O:28])[CH2:8][C:9]([C:22]2[CH:27]=[CH:26][CH:25]=[CH:24][CH:23]=2)([C:16]2[CH:21]=[CH:20][CH:19]=[CH:18][CH:17]=2)[C:10]2[CH:15]=[CH:14][CH:13]=[CH:12][CH:11]=2)[C@H:4]([C:29]([N:31]2[CH2:35][CH2:34][CH2:33][C@@H:32]2[C:36]([NH:38][CH2:39][C@H:40]2[CH2:45][CH2:44][CH2:43][NH:42][CH2:41]2)=[O:37])=[O:30])[CH2:3]1.[CH3:46][CH:47]([CH2:50][CH3:51])[CH:48]=O. (2) Given the product [N:11]([CH2:2][C:3]1[C:4]([I:10])=[CH:5][C:6]([F:9])=[N:7][CH:8]=1)=[N+:12]=[N-:13], predict the reactants needed to synthesize it. The reactants are: Br[CH2:2][C:3]1[C:4]([I:10])=[CH:5][C:6]([F:9])=[N:7][CH:8]=1.[N-:11]=[N+:12]=[N-:13].[Na+]. (3) Given the product [Br:1][C:2]1[CH:7]=[CH:6][C:5]([C@@H:8]([N:10]([CH2:11][CH2:12][C:13]([C:15]2[CH:20]=[CH:19][CH:18]=[CH:17][C:16]=2[F:21])=[O:14])[C:28](=[O:31])[O:29][CH3:30])[CH3:9])=[CH:4][CH:3]=1, predict the reactants needed to synthesize it. The reactants are: [Br:1][C:2]1[CH:7]=[CH:6][C:5]([C@@H:8]([NH:10][CH2:11][CH2:12][C:13]([C:15]2[CH:20]=[CH:19][CH:18]=[CH:17][C:16]=2[F:21])=[O:14])[CH3:9])=[CH:4][CH:3]=1.C([O-])([O-])=O.[K+].[K+].[C:28](Cl)(=[O:31])[O:29][CH3:30]. (4) Given the product [OH:14][CH2:13][C:10]1[S:9][C:8]([N:4]2[CH2:5][CH2:6][NH:7][C:2](=[O:1])[CH2:3]2)=[N:12][CH:11]=1, predict the reactants needed to synthesize it. The reactants are: [O:1]=[C:2]1[NH:7][CH2:6][CH2:5][N:4]([C:8]2[S:9][C:10]([C:13](OCC)=[O:14])=[CH:11][N:12]=2)[CH2:3]1.C([BH-](CC)CC)C.[Li+]. (5) The reactants are: [Na].[Br:2][C:3]1[CH:4]=[C:5]([CH:23]=[CH:24][CH:25]=1)[CH2:6][N:7]1[C:15]2[C:14](=[O:16])[N:13]([CH3:17])[C:12](=[O:18])[N:11]([CH3:19])[C:10]=2[N:9]=[C:8]1[CH2:20][CH2:21]Cl.C1COCC1. Given the product [Br:2][C:3]1[CH:4]=[C:5]([CH:23]=[CH:24][CH:25]=1)[CH2:6][N:7]1[C:15]2[C:14](=[O:16])[N:13]([CH3:17])[C:12](=[O:18])[N:11]([CH3:19])[C:10]=2[N:9]=[C:8]1[CH:20]=[CH2:21], predict the reactants needed to synthesize it. (6) Given the product [Cl:1][C:2]1[CH:3]=[CH:4][C:5]([O:19][CH2:20][C:21]2[CH:22]=[CH:23][CH:24]=[CH:25][CH:26]=2)=[C:6]([C:8]2[S:9][CH:10]=[C:11]([CH:13]([CH3:27])[C:14]([O:16][CH2:17][CH3:18])=[O:15])[N:12]=2)[CH:7]=1, predict the reactants needed to synthesize it. The reactants are: [Cl:1][C:2]1[CH:3]=[CH:4][C:5]([O:19][CH2:20][C:21]2[CH:26]=[CH:25][CH:24]=[CH:23][CH:22]=2)=[C:6]([C:8]2[S:9][CH:10]=[C:11]([CH2:13][C:14]([O:16][CH2:17][CH3:18])=[O:15])[N:12]=2)[CH:7]=1.[CH:27]([N-]C(C)C)(C)C.[Li+].CCCCCCC.O1CCCC1.C(C1C=CC=CC=1)C.CI. (7) Given the product [N+:1]([C:4]1[C:12]2[N:11]=[C:10]([C:13]3[O:17][C:16]([P:18]([O:23][CH2:24][CH3:25])([O:20][CH2:21][CH3:22])=[O:19])=[CH:15][CH:14]=3)[N:9]([CH2:26][CH:27]([CH3:28])[CH3:29])[C:8]=2[C:7]([CH:30]2[CH2:35][CH2:31]2)=[CH:6][C:5]=1[F:32])([O-:3])=[O:2], predict the reactants needed to synthesize it. The reactants are: [N+:1]([C:4]1[C:12]2[N:11]=[C:10]([C:13]3[O:17][C:16]([P:18]([O:23][CH2:24][CH3:25])([O:20][CH2:21][CH3:22])=[O:19])=[CH:15][CH:14]=3)[N:9]([CH2:26][CH:27]([CH3:29])[CH3:28])[C:8]=2[C:7]([CH:30]=[CH2:31])=[CH:6][C:5]=1[F:32])([O-:3])=[O:2].[N+](=[CH2:35])=[N-]. (8) Given the product [O:9]=[C:7]([CH2:14][C:15](=[O:16])[CH3:17])[C:6]([O:12][CH3:13])=[O:11], predict the reactants needed to synthesize it. The reactants are: C[O-].[Na+].CO.[C:6]([O:12][CH3:13])(=[O:11])[C:7]([O:9]C)=O.[CH3:14][C:15]([CH3:17])=[O:16].